Dataset: Forward reaction prediction with 1.9M reactions from USPTO patents (1976-2016). Task: Predict the product of the given reaction. (1) Given the reactants [F:1][C:2]1[CH:3]=[C:4]([C:8]#[C:9][C:10]2[NH:11][O:12][CH:13]3[NH:17][CH2:16][CH2:15][C:14]=23)[CH:5]=[CH:6][CH:7]=1.[N:18]1([C:24](Cl)=[O:25])[CH2:23][CH2:22][O:21][CH2:20][CH2:19]1.O, predict the reaction product. The product is: [F:1][C:2]1[CH:3]=[C:4]([C:8]#[C:9][C:10]2[CH:14]3[CH2:15][CH2:16][N:17]([C:24]([N:18]4[CH2:23][CH2:22][O:21][CH2:20][CH2:19]4)=[O:25])[CH:13]3[O:12][N:11]=2)[CH:5]=[CH:6][CH:7]=1. (2) Given the reactants [CH3:1][N:2]1[CH2:7][CH2:6][N:5]2[N:8]=[C:9]([C:14]([O:16]C)=O)[C:10]([N+:11]([O-:13])=[O:12])=[C:4]2[C:3]1=[O:18].[CH3:19][NH2:20].C(O)C, predict the reaction product. The product is: [CH3:19][NH:20][C:14]([C:9]1[C:10]([N+:11]([O-:13])=[O:12])=[C:4]2[C:3](=[O:18])[N:2]([CH3:1])[CH2:7][CH2:6][N:5]2[N:8]=1)=[O:16]. (3) Given the reactants C([O:8][C:9]1[CH:24]=[CH:23][C:22]([C:25]2[O:26][C:27]3[C:32]([C:33](=[O:43])[C:34]=2[O:35]CC2C=CC=CC=2)=[C:31]([OH:44])[CH:30]=[C:29]([O:45]CC2C=CC=CC=2)[CH:28]=3)=[CH:21][C:10]=1[O:11][CH2:12][P:13](=[O:20])([O:17][CH2:18][CH3:19])[O:14][CH2:15][CH3:16])C1C=CC=CC=1.C(O)C, predict the reaction product. The product is: [OH:8][C:9]1[CH:24]=[CH:23][C:22]([C:25]2[O:26][C:27]3[C:32]([C:33](=[O:43])[C:34]=2[OH:35])=[C:31]([OH:44])[CH:30]=[C:29]([OH:45])[CH:28]=3)=[CH:21][C:10]=1[O:11][CH2:12][P:13](=[O:20])([O:14][CH2:15][CH3:16])[O:17][CH2:18][CH3:19]. (4) Given the reactants [CH2:1]([N:3]1[CH:7]=[C:6]([C:8]2[CH:13]=[CH:12][N:11]=[C:10]3[N:14]([S:19]([C:22]4[CH:27]=[CH:26][CH:25]=[CH:24][CH:23]=4)(=[O:21])=[O:20])[C:15]([CH:17]=O)=[CH:16][C:9]=23)[C:5]([C:28]2[CH:33]=[CH:32][C:31]([N+:34]([O-:36])=[O:35])=[CH:30][CH:29]=2)=[N:4]1)[CH3:2].[CH2:37]([NH:39][CH2:40][CH2:41][OH:42])[CH3:38], predict the reaction product. The product is: [CH2:37]([N:39]([CH2:17][C:15]1[N:14]([S:19]([C:22]2[CH:23]=[CH:24][CH:25]=[CH:26][CH:27]=2)(=[O:20])=[O:21])[C:10]2=[N:11][CH:12]=[CH:13][C:8]([C:6]3[C:5]([C:28]4[CH:33]=[CH:32][C:31]([N+:34]([O-:36])=[O:35])=[CH:30][CH:29]=4)=[N:4][N:3]([CH2:1][CH3:2])[CH:7]=3)=[C:9]2[CH:16]=1)[CH2:40][CH2:41][OH:42])[CH3:38]. (5) Given the reactants C([Li])CCC.[H-].C([Al+]CC(C)C)C(C)C.C(N(C)[C:21]([C:23]1[S:24][CH:25]=[C:26]([C:29]2[CH:34]=[CH:33][C:32]([C:35]([F:38])([F:37])[F:36])=[CH:31][CH:30]=2)[C:27]=1[CH3:28])=[O:22])(C)(C)C.[BH4-].[Na+], predict the reaction product. The product is: [CH3:28][C:27]1[C:26]([C:29]2[CH:30]=[CH:31][C:32]([C:35]([F:38])([F:36])[F:37])=[CH:33][CH:34]=2)=[CH:25][S:24][C:23]=1[CH2:21][OH:22].